From a dataset of Reaction yield outcomes from USPTO patents with 853,638 reactions. Predict the reaction yield, written as a fraction of the theoretical maximum amount of product (1.0 means a 100% yield; for example, 0.34 means a 34% yield). (1) The reactants are [NH2:1][CH2:2][CH2:3][NH:4][CH2:5][C@@H:6]1[C@H:9]([NH:10][C:11](=[O:47])/[C:12](=[N:26]\[O:27][C:28]2([C:31]([O:33][CH:34]([C:41]3[CH:46]=[CH:45][CH:44]=[CH:43][CH:42]=3)[C:35]3[CH:40]=[CH:39][CH:38]=[CH:37][CH:36]=3)=[O:32])[CH2:30][CH2:29]2)/[C:13]2[N:14]=[C:15]([NH:18][C:19]([O:21][C:22]([CH3:25])([CH3:24])[CH3:23])=[O:20])[S:16][CH:17]=2)[C:8](=[O:48])[NH:7]1.C1N=CN([C:54](N2C=NC=C2)=[O:55])C=1. The catalyst is C(Cl)(Cl)Cl. The product is [C:22]([O:21][C:19]([NH:18][C:15]1[S:16][CH:17]=[C:13](/[C:12](=[N:26]/[O:27][C:28]2([C:31]([O:33][CH:34]([C:35]3[CH:40]=[CH:39][CH:38]=[CH:37][CH:36]=3)[C:41]3[CH:46]=[CH:45][CH:44]=[CH:43][CH:42]=3)=[O:32])[CH2:29][CH2:30]2)/[C:11](=[O:47])[NH:10][C@H:9]2[C@@H:6]([CH2:5][N:4]3[CH2:3][CH2:2][NH:1][C:54]3=[O:55])[NH:7][C:8]2=[O:48])[N:14]=1)=[O:20])([CH3:24])([CH3:23])[CH3:25]. The yield is 0.490. (2) The reactants are [OH:1][CH2:2][C@H:3]1[NH:7][C:6](=[O:8])[CH2:5][CH2:4]1.[C:9]([Si:13](Cl)([C:20]1[CH:25]=[CH:24][CH:23]=[CH:22][CH:21]=1)[C:14]1[CH:19]=[CH:18][CH:17]=[CH:16][CH:15]=1)([CH3:12])([CH3:11])[CH3:10].CCN(CC)CC.N1CCCC1=O. The catalyst is C(Cl)Cl.CN(C1C=CN=CC=1)C. The product is [Si:13]([O:1][CH2:2][C@H:3]1[NH:7][C:6](=[O:8])[CH2:5][CH2:4]1)([C:9]([CH3:12])([CH3:11])[CH3:10])([C:20]1[CH:21]=[CH:22][CH:23]=[CH:24][CH:25]=1)[C:14]1[CH:19]=[CH:18][CH:17]=[CH:16][CH:15]=1. The yield is 0.740. (3) The reactants are [CH3:1][N:2]([CH3:32])[C:3]1([C:26]2[CH:31]=[CH:30][CH:29]=[CH:28][CH:27]=2)[CH2:8][CH2:7][C:6](=[CH:9][C:10]([N:12]2[CH2:16][CH2:15][CH:14]([C:17]3[C:25]4[C:20](=[CH:21][CH:22]=[CH:23][CH:24]=4)[NH:19][CH:18]=3)[CH2:13]2)=[O:11])[CH2:5][CH2:4]1.[Cl:33][Si](C)(C)C. The catalyst is CC(CC)=O. The product is [ClH:33].[CH3:32][N:2]([CH3:1])[C:3]1([C:26]2[CH:31]=[CH:30][CH:29]=[CH:28][CH:27]=2)[CH2:8][CH2:7][C:6](=[CH:9][C:10]([N:12]2[CH2:16][CH2:15][CH:14]([C:17]3[C:25]4[C:20](=[CH:21][CH:22]=[CH:23][CH:24]=4)[NH:19][CH:18]=3)[CH2:13]2)=[O:11])[CH2:5][CH2:4]1. The yield is 0.960. (4) The reactants are [NH2:1][C:2]1[C:3]([C:19]([NH:21][NH:22][C:23](=[O:30])[C:24]2[CH:29]=[CH:28][CH:27]=[CH:26][CH:25]=2)=O)=[N:4][C:5]([N:8]2[CH2:13][CH2:12][N:11]([S:14]([CH2:17][CH3:18])(=[O:16])=[O:15])[CH2:10][CH2:9]2)=[CH:6][N:7]=1.P(Cl)(Cl)(Cl)=O. No catalyst specified. The product is [CH2:17]([S:14]([N:11]1[CH2:12][CH2:13][N:8]([C:5]2[N:4]=[C:3]([C:19]3[O:30][C:23]([C:24]4[CH:29]=[CH:28][CH:27]=[CH:26][CH:25]=4)=[N:22][N:21]=3)[C:2]([NH2:1])=[N:7][CH:6]=2)[CH2:9][CH2:10]1)(=[O:16])=[O:15])[CH3:18]. The yield is 0.800. (5) The reactants are [NH2:1][C:2]1[CH:3]=[C:4]([CH:9]=[CH:10][C:11]=1[CH2:12][N:13]([C:19]([O:21][C:22]([CH3:25])([CH3:24])[CH3:23])=[O:20])[CH2:14][C:15](OC)=[O:16])[C:5]([O:7][CH3:8])=[O:6]. The catalyst is C1(C)C=CC=CC=1. The product is [O:16]=[C:15]1[NH:1][C:2]2[CH:3]=[C:4]([C:5]([O:7][CH3:8])=[O:6])[CH:9]=[CH:10][C:11]=2[CH2:12][N:13]([C:19]([O:21][C:22]([CH3:25])([CH3:24])[CH3:23])=[O:20])[CH2:14]1. The yield is 0.270. (6) The reactants are C(OC([N:8]1[CH2:20][C:19]2[S:18][C:17]3[N:16]=[C:15]([CH3:21])[C:14]([C:22](=[O:24])[CH3:23])=[C:13]([C:25]4[CH:30]=[CH:29][CH:28]=[CH:27][CH:26]=4)[C:12]=3[C:11]=2[CH2:10][CH2:9]1)=O)(C)(C)C.FC(F)(F)C(O)=O.C([O-])(O)=O.[Na+]. The catalyst is ClCCl. The product is [CH3:21][C:15]1[C:14]([C:22](=[O:24])[CH3:23])=[C:13]([C:25]2[CH:30]=[CH:29][CH:28]=[CH:27][CH:26]=2)[C:12]2[C:11]3[CH2:10][CH2:9][NH:8][CH2:20][C:19]=3[S:18][C:17]=2[N:16]=1. The yield is 0.940. (7) The product is [CH3:10][C:9]1[C:5]2[CH:4]=[CH:3][C:2]([NH:1][S:18]([CH3:17])(=[O:20])=[O:19])=[CH:16][C:6]=2[S:7][C:8]=1[C:11]([O:13][CH2:14][CH3:15])=[O:12]. The yield is 0.990. The reactants are [NH2:1][C:2]1[CH:3]=[CH:4][C:5]2[C:9]([CH3:10])=[C:8]([C:11]([O:13][CH2:14][CH3:15])=[O:12])[S:7][C:6]=2[CH:16]=1.[CH3:17][S:18](Cl)(=[O:20])=[O:19]. The catalyst is N1C=CC=CC=1.